This data is from Catalyst prediction with 721,799 reactions and 888 catalyst types from USPTO. The task is: Predict which catalyst facilitates the given reaction. (1) Reactant: [C:1]([C:4]1[CH:28]=[CH:27][C:7]([C:8]([NH:10][CH2:11][CH2:12][CH2:13][CH2:14][C@H:15]([NH:20]C(=O)C(F)(F)F)[C:16]([O:18]C)=[O:17])=[O:9])=[CH:6][CH:5]=1)(=[O:3])[CH3:2].[OH-].[Na+].[ClH:31].COC(=O)[C@@H](NC(=O)C(F)(F)F)CCCCN. Product: [Cl-:31].[C:1]([C:4]1[CH:28]=[CH:27][C:7]([C:8]([NH:10][CH2:11][CH2:12][CH2:13][CH2:14][C@@H:15]([C:16]([OH:18])=[O:17])[NH3+:20])=[O:9])=[CH:6][CH:5]=1)(=[O:3])[CH3:2]. The catalyst class is: 5. (2) Reactant: Cl[C:2]1[N:7]=[C:6]([C:8]([N:10]2[CH2:15][CH2:14][CH:13]([N:16]3[CH2:20][CH2:19][CH2:18][CH2:17]3)[CH2:12][CH2:11]2)=[O:9])[C:5]([CH3:21])=[CH:4][C:3]=1[C:22]1[CH:27]=[CH:26][CH:25]=[C:24]([C:28]([F:31])([F:30])[F:29])[CH:23]=1.[C-:32]#[N:33].[Na+]. Product: [CH3:21][C:5]1[CH:4]=[C:3]([C:22]2[CH:27]=[CH:26][CH:25]=[C:24]([C:28]([F:31])([F:30])[F:29])[CH:23]=2)[C:2]([C:32]#[N:33])=[N:7][C:6]=1[C:8]([N:10]1[CH2:15][CH2:14][CH:13]([N:16]2[CH2:20][CH2:19][CH2:18][CH2:17]2)[CH2:12][CH2:11]1)=[O:9]. The catalyst class is: 60. (3) Reactant: [Cl:1][C:2]1[CH:7]=[C:6]([Cl:8])[CH:5]=[CH:4][C:3]=1[C:9]1[C:10]([C:18]#[N:19])=[CH:11][C:12]2[N:13]([CH:15]=[CH:16][N:17]=2)[CH:14]=1.B.C1COCC1.CO. Product: [Cl:1][C:2]1[CH:7]=[C:6]([Cl:8])[CH:5]=[CH:4][C:3]=1[C:9]1[C:10]([CH2:18][NH2:19])=[CH:11][C:12]2[N:13]([CH:15]=[CH:16][N:17]=2)[CH:14]=1. The catalyst class is: 1. (4) Reactant: CON(C)[C:4]([CH:6]1[O:11][CH2:10][CH2:9][N:8]([C:12]([O:14][C:15]([CH3:18])([CH3:17])[CH3:16])=[O:13])[CH2:7]1)=[O:5].[CH3:20][Mg+].[Br-].O. Product: [C:4]([CH:6]1[O:11][CH2:10][CH2:9][N:8]([C:12]([O:14][C:15]([CH3:16])([CH3:17])[CH3:18])=[O:13])[CH2:7]1)(=[O:5])[CH3:20]. The catalyst class is: 1. (5) Reactant: [NH2:1][C:2]1[C:7]([OH:8])=[CH:6][CH:5]=[C:4]([CH3:9])[CH:3]=1.[NH2:10][C:11]1[CH:19]=[CH:18][C:14]([C:15](O)=O)=[CH:13][CH:12]=1. Product: [CH3:9][C:4]1[CH:5]=[CH:6][C:7]2[O:8][C:15]([C:14]3[CH:18]=[CH:19][C:11]([NH2:10])=[CH:12][CH:13]=3)=[N:1][C:2]=2[CH:3]=1. The catalyst class is: 6. (6) Reactant: Cl[C:2]1[C:7]([CH:8]=[O:9])=[C:6]([NH:10][C:11]2[CH:16]=[CH:15][CH:14]=[CH:13][C:12]=2[Cl:17])[N:5]=[C:4]([S:18][CH3:19])[N:3]=1.[H-].[Na+].[C:22]1([OH:28])[CH:27]=[CH:26][CH:25]=[CH:24][CH:23]=1. Product: [Cl:17][C:12]1[CH:13]=[CH:14][CH:15]=[CH:16][C:11]=1[NH:10][C:6]1[C:7]([CH:8]=[O:9])=[C:2]([O:28][C:22]2[CH:27]=[CH:26][CH:25]=[CH:24][CH:23]=2)[N:3]=[C:4]([S:18][CH3:19])[N:5]=1. The catalyst class is: 16.